From a dataset of Forward reaction prediction with 1.9M reactions from USPTO patents (1976-2016). Predict the product of the given reaction. (1) Given the reactants [NH2:1][C:2]1[CH:9]=[CH:8][C:7](I)=[CH:6][C:3]=1[C:4]#[N:5].[Cl-].[F:12][C:13]1[CH:20]=[CH:19][C:16]([CH2:17][Zn+])=[CH:15][CH:14]=1.NC1C=CC(CC2C=CC=CC=2)=CC=1C#N, predict the reaction product. The product is: [NH2:1][C:2]1[CH:9]=[CH:8][C:7]([CH2:17][C:16]2[CH:19]=[CH:20][C:13]([F:12])=[CH:14][CH:15]=2)=[CH:6][C:3]=1[C:4]#[N:5]. (2) Given the reactants [CH2:1]([Mg]Br)[CH3:2].[Cl:5][C:6]1[CH:7]=[CH:8][C:9]([CH:29]=[O:30])=[C:10]2[C:14]=1[N:13]=[C:12]1[N:15]([C:19]3[C:20]([CH3:28])=[N:21][C:22]([O:26][CH3:27])=[N:23][C:24]=3[CH3:25])[CH2:16][CH2:17][CH2:18][N:11]21, predict the reaction product. The product is: [Cl:5][C:6]1[C:14]2[N:13]=[C:12]3[N:15]([C:19]4[C:20]([CH3:28])=[N:21][C:22]([O:26][CH3:27])=[N:23][C:24]=4[CH3:25])[CH2:16][CH2:17][CH2:18][N:11]3[C:10]=2[C:9]([CH:29]([OH:30])[CH2:1][CH3:2])=[CH:8][CH:7]=1.